Predict the product of the given reaction. From a dataset of Forward reaction prediction with 1.9M reactions from USPTO patents (1976-2016). (1) Given the reactants [SH:1][C:2]1[N:10]=[CH:9][CH:8]=[CH:7][C:3]=1[C:4](O)=[O:5], predict the reaction product. The product is: [SH:1][C:2]1[C:3]([CH2:4][OH:5])=[CH:7][CH:8]=[CH:9][N:10]=1. (2) Given the reactants [NH:1]1[C:5]2[CH:6]=[CH:7][CH:8]=[CH:9][C:4]=2[N:3]=[N:2]1.Br[CH2:11][CH2:12][CH2:13][CH2:14][CH2:15][Cl:16], predict the reaction product. The product is: [Cl:16][CH2:15][CH2:14][CH2:13][CH2:12][CH2:11][N:1]1[C:5]2[CH:6]=[CH:7][CH:8]=[CH:9][C:4]=2[N:3]=[N:2]1. (3) Given the reactants [OH2:1].[O:2]1[C@H:4]2[CH2:5][C@H:6]3[C@:19]([CH3:21])([CH2:20][C@@H:3]12)[C@@H:18]1[C@H:9]([C@H:10]2[C@@:14]([CH2:16][CH2:17]1)([CH3:15])[C@@H:13]([OH:22])[C@@H:12]([N:23]1[CH2:27][CH2:26][CH2:25][CH2:24]1)[CH2:11]2)[CH2:8][CH2:7]3, predict the reaction product. The product is: [N:23]1([C@H:3]2[CH2:20][C@@:19]3([CH3:21])[C@@H:6]([CH2:7][CH2:8][C@@H:9]4[C@@H:18]3[CH2:17][CH2:16][C@@:14]3([CH3:15])[C@H:10]4[CH2:11][C@H:12]([N:23]4[CH2:27][CH2:26][CH2:25][CH2:24]4)[C@@H:13]3[OH:22])[CH2:5][C@@H:4]2[OH:2])[CH2:24][CH2:25][O:1][CH2:11][CH2:12]1. (4) Given the reactants [CH2:1]([O:3][C:4](=[O:9])[C:5](Br)([CH3:7])[CH3:6])[CH3:2].C(=O)([O-])[O-].[K+].[K+].[C@H:16]12[CH2:22][C@H:19]([NH:20][CH2:21]1)[CH2:18][N:17]2[CH2:23][C:24]1[N:25]([CH3:50])[C:26]2[C:31]([N:32]=1)=[C:30]([N:33]1[CH2:38][CH2:37][O:36][CH2:35][CH2:34]1)[N:29]=[C:28]([N:39]1[C:43]3[CH:44]=[CH:45][CH:46]=[CH:47][C:42]=3[N:41]=[C:40]1[CH2:48][CH3:49])[N:27]=2, predict the reaction product. The product is: [CH2:48]([C:40]1[N:39]([C:28]2[N:27]=[C:26]3[C:31]([N:32]=[C:24]([CH2:23][N:17]4[CH2:18][C@@H:19]5[CH2:22][C@H:16]4[CH2:21][N:20]5[C:5]([CH3:7])([CH3:6])[C:4]([O:3][CH2:1][CH3:2])=[O:9])[N:25]3[CH3:50])=[C:30]([N:33]3[CH2:34][CH2:35][O:36][CH2:37][CH2:38]3)[N:29]=2)[C:43]2[CH:44]=[CH:45][CH:46]=[CH:47][C:42]=2[N:41]=1)[CH3:49]. (5) Given the reactants C[Si](C[Mg]Cl)(C)C.[F:8][C:9]1[CH:10]=[C:11]([CH:14]=[CH:15][C:16]=1[C:17]1[S:18][C:19]2[C:24]([N:25]=1)=[CH:23][CH:22]=[C:21]([C:26]1([C:29]3[CH:34]=[CH:33][CH:32]=[CH:31][CH:30]=3)[CH2:28][CH2:27]1)[N:20]=2)[CH:12]=O.[CH3:35]C(C)([O-])C.[K+].Cl, predict the reaction product. The product is: [F:8][C:9]1[CH:10]=[C:11]([CH:12]=[CH2:35])[CH:14]=[CH:15][C:16]=1[C:17]1[S:18][C:19]2[C:24]([N:25]=1)=[CH:23][CH:22]=[C:21]([C:26]1([C:29]3[CH:34]=[CH:33][CH:32]=[CH:31][CH:30]=3)[CH2:27][CH2:28]1)[N:20]=2. (6) Given the reactants [CH2:1]([O:3][C:4]1[CH:9]=[CH:8][C:7]([C:10]2[CH:15]=[CH:14][C:13]([CH:16]=O)=[CH:12][CH:11]=2)=[C:6]([F:18])[C:5]=1[F:19])[CH3:2].C(OP([CH2:28][C:29]([O:31][CH2:32][CH3:33])=[O:30])(OCC)=O)C.C1(C)C=CC=CC=1.[O-]CC.[Na+], predict the reaction product. The product is: [CH2:1]([O:3][C:4]1[CH:9]=[CH:8][C:7]([C:10]2[CH:15]=[CH:14][C:13]([CH2:16][CH2:28][C:29]([O:31][CH2:32][CH3:33])=[O:30])=[CH:12][CH:11]=2)=[C:6]([F:18])[C:5]=1[F:19])[CH3:2]. (7) Given the reactants [CH2:1]([O:3][C:4]([C:6]1[C:15](=[O:16])[C:14]2[C:9](=[C:10]([CH:19]=[O:20])[C:11]([F:18])=[C:12]([F:17])[CH:13]=2)[N:8]([CH:21]2[CH2:23][CH2:22]2)[CH:7]=1)=[O:5])[CH3:2].C(O[BH-](OC(=O)C)OC(=O)C)(=O)C.[Na+], predict the reaction product. The product is: [CH2:1]([O:3][C:4]([C:6]1[C:15](=[O:16])[C:14]2[C:9](=[C:10]([CH2:19][OH:20])[C:11]([F:18])=[C:12]([F:17])[CH:13]=2)[N:8]([CH:21]2[CH2:22][CH2:23]2)[CH:7]=1)=[O:5])[CH3:2]. (8) Given the reactants [Br:1][C:2]1[CH:7]=[CH:6][C:5]([C:8]2[N:12]([CH2:13][C@@H:14]3[CH2:18][CH2:17][N:16]([C:19]([O:21]C(C)(C)C)=O)[CH2:15]3)[C:11]3[CH:26]=[C:27]([C:30]([O:32][CH3:33])=[O:31])[CH:28]=[CH:29][C:10]=3[N:9]=2)=[CH:4][CH:3]=1.[C:34](O)([C:36](F)(F)F)=O.[CH2:41](Cl)Cl, predict the reaction product. The product is: [Br:1][C:2]1[CH:3]=[CH:4][C:5]([C:8]2[N:12]([CH2:13][C@@H:14]3[CH2:18][CH2:17][N:16]([C:19]([CH:36]4[CH2:34][CH2:41]4)=[O:21])[CH2:15]3)[C:11]3[CH:26]=[C:27]([C:30]([O:32][CH3:33])=[O:31])[CH:28]=[CH:29][C:10]=3[N:9]=2)=[CH:6][CH:7]=1. (9) Given the reactants C([Li])CCC.[F:6][C:7]1[CH:12]=[CH:11][C:10]([CH3:13])=[CH:9][N:8]=1.[I:14]I, predict the reaction product. The product is: [F:6][C:7]1[C:12]([I:14])=[CH:11][C:10]([CH3:13])=[CH:9][N:8]=1. (10) Given the reactants C([NH:18][C@H:19]([C:24]([OH:26])=[O:25])[CH2:20][CH:21]([CH3:23])[CH3:22])(OCC1C2C(=CC=CC=2)C2C1=CC=CC=2)=O.C(N=C=NC(C)C)(C)C.CN(C1C=CC=CN=1)C, predict the reaction product. The product is: [NH2:18][C@H:19]([C:24]([OH:26])=[O:25])[CH2:20][CH:21]([CH3:23])[CH3:22].